This data is from Forward reaction prediction with 1.9M reactions from USPTO patents (1976-2016). The task is: Predict the product of the given reaction. (1) Given the reactants [CH2:1]([C:8]1[CH:17]=[C:16]2[C:11]([CH:12]=[C:13]([C:22]([OH:24])=[O:23])[CH:14]([C:18]([F:21])([F:20])[F:19])[O:15]2)=[CH:10][C:9]=1[Cl:25])[C:2]1[CH:7]=[CH:6][CH:5]=[CH:4][CH:3]=1, predict the reaction product. The product is: [CH2:1]([C:8]1[CH:17]=[C:16]2[C:11]([CH:12]=[C:13]([C:22]([OH:24])=[O:23])[C@H:14]([C:18]([F:20])([F:21])[F:19])[O:15]2)=[CH:10][C:9]=1[Cl:25])[C:2]1[CH:3]=[CH:4][CH:5]=[CH:6][CH:7]=1. (2) Given the reactants [O:1]=[S:2]1(=[O:30])[C:8]2[CH:9]=[C:10]([O:14][CH3:15])[C:11]([Br:13])=[CH:12][C:7]=2[N:6]([C:16]2[CH:21]=[CH:20][CH:19]=[CH:18][CH:17]=2)[CH2:5][C:4]([CH2:26][CH2:27][CH2:28][CH3:29])([CH2:22][CH2:23][CH2:24][CH3:25])[NH:3]1.[CH3:31][O:32][C:33]1[CH:40]=[CH:39][C:36]([CH2:37]Cl)=[CH:35][CH:34]=1.[I-].[Cs+].C([O-])([O-])=O.[Cs+].[Cs+], predict the reaction product. The product is: [O:30]=[S:2]1(=[O:1])[C:8]2[CH:9]=[C:10]([O:14][CH3:15])[C:11]([Br:13])=[CH:12][C:7]=2[N:6]([C:16]2[CH:21]=[CH:20][CH:19]=[CH:18][CH:17]=2)[CH2:5][C:4]([CH2:26][CH2:27][CH2:28][CH3:29])([CH2:22][CH2:23][CH2:24][CH3:25])[N:3]1[CH2:37][C:36]1[CH:39]=[CH:40][C:33]([O:32][CH3:31])=[CH:34][CH:35]=1. (3) Given the reactants [N:1]1[CH:6]=[CH:5][CH:4]=[C:3]([NH:7][C:8]([C:10]2[C:18]3[C:17]4[CH:19]=[CH:20][CH:21]=[CH:22][C:16]=4[O:15][C:14]=3[C:13]([O:23][CH:24]([CH3:26])[CH3:25])=[CH:12][CH:11]=2)=[O:9])[CH:2]=1.ClC1C=CC=C(C(OO)=[O:35])C=1, predict the reaction product. The product is: [N:1]1[CH:6]=[CH:5][CH:4]=[C:3]([NH+:7]([O-:35])[C:8]([C:10]2[C:18]3[C:17]4[CH:19]=[CH:20][CH:21]=[CH:22][C:16]=4[O:15][C:14]=3[C:13]([O:23][CH:24]([CH3:26])[CH3:25])=[CH:12][CH:11]=2)=[O:9])[CH:2]=1. (4) Given the reactants [CH2:1]([O:8][C:9]1[CH:10]=[CH:11][C:12]([C@@H:20]([O:23][Si:24]([C:27]([CH3:30])([CH3:29])[CH3:28])([CH3:26])[CH3:25])[CH2:21]Br)=[C:13]2[C:18]=1[NH:17][C:16](=[O:19])[CH:15]=[CH:14]2)[C:2]1[CH:7]=[CH:6][CH:5]=[CH:4][CH:3]=1.[CH2:31]([NH2:38])[C:32]1[CH:37]=[CH:36][CH:35]=[CH:34][CH:33]=1, predict the reaction product. The product is: [CH2:1]([O:8][C:9]1[CH:10]=[CH:11][C:12]([C@@H:20]([O:23][Si:24]([C:27]([CH3:30])([CH3:29])[CH3:28])([CH3:26])[CH3:25])[CH2:21][NH:38][CH2:31][C:32]2[CH:37]=[CH:36][CH:35]=[CH:34][CH:33]=2)=[C:13]2[C:18]=1[NH:17][C:16](=[O:19])[CH:15]=[CH:14]2)[C:2]1[CH:7]=[CH:6][CH:5]=[CH:4][CH:3]=1.